From a dataset of Peptide-MHC class I binding affinity with 185,985 pairs from IEDB/IMGT. Regression. Given a peptide amino acid sequence and an MHC pseudo amino acid sequence, predict their binding affinity value. This is MHC class I binding data. The peptide sequence is RDKTEAILQL. The MHC is H-2-Db with pseudo-sequence H-2-Db. The binding affinity (normalized) is 0.